From a dataset of Peptide-MHC class I binding affinity with 185,985 pairs from IEDB/IMGT. Regression. Given a peptide amino acid sequence and an MHC pseudo amino acid sequence, predict their binding affinity value. This is MHC class I binding data. (1) The peptide sequence is ISVQPLWEW. The MHC is HLA-B15:17 with pseudo-sequence HLA-B15:17. The binding affinity (normalized) is 0.907. (2) The peptide sequence is VLMVDSFDPV. The MHC is HLA-A68:02 with pseudo-sequence HLA-A68:02. The binding affinity (normalized) is 0.323. (3) The peptide sequence is TTRHRKPTY. The MHC is HLA-A30:01 with pseudo-sequence HLA-A30:01. The binding affinity (normalized) is 0.346. (4) The MHC is HLA-B54:01 with pseudo-sequence HLA-B54:01. The binding affinity (normalized) is 0. The peptide sequence is IRQAGVQYSRADEEQ. (5) The peptide sequence is STYYVHENK. The binding affinity (normalized) is 0.835. The MHC is HLA-A11:01 with pseudo-sequence HLA-A11:01. (6) The peptide sequence is LYGMWPLLLL. The MHC is Patr-A0901 with pseudo-sequence Patr-A0901. The binding affinity (normalized) is 0.800. (7) The peptide sequence is AAERGPGQML. The MHC is HLA-A02:03 with pseudo-sequence HLA-A02:03. The binding affinity (normalized) is 0.531.